Dataset: Full USPTO retrosynthesis dataset with 1.9M reactions from patents (1976-2016). Task: Predict the reactants needed to synthesize the given product. (1) Given the product [CH3:17][NH:18][C:19]([C:21]1[C:29]2[C:24](=[CH:25][C:26]([O:30][C:13]3[CH:12]=[CH:11][N:10]=[C:9]4[CH:8]=[C:7]([C:5]([N:1]5[CH2:4][CH2:3][CH2:2]5)=[O:6])[S:15][C:14]=34)=[CH:27][CH:28]=2)[N:23]([CH2:31][CH3:32])[C:22]=1[CH3:33])=[O:20], predict the reactants needed to synthesize it. The reactants are: [N:1]1([C:5]([C:7]2[S:15][C:14]3[C:9](=[N:10][CH:11]=[CH:12][C:13]=3Cl)[CH:8]=2)=[O:6])[CH2:4][CH2:3][CH2:2]1.[CH3:17][NH:18][C:19]([C:21]1[C:29]2[C:24](=[CH:25][C:26]([OH:30])=[CH:27][CH:28]=2)[N:23]([CH2:31][CH3:32])[C:22]=1[CH3:33])=[O:20].C([O-])([O-])=O.[Cs+].[Cs+]. (2) Given the product [CH3:7][O:6][C:5]1[CH:4]=[C:3]([CH:2]=[O:1])[CH:11]=[C:10]([C:10]2[C:8]([OH:9])=[C:5]([O:6][CH3:7])[CH:4]=[C:3]([CH:2]=[O:1])[CH:11]=2)[C:8]=1[OH:9], predict the reactants needed to synthesize it. The reactants are: [O:1]=[CH:2][C:3]1[CH:11]=[CH:10][C:8]([OH:9])=[C:5]([O:6][CH3:7])[CH:4]=1. (3) Given the product [Cl:1][C:2]1[CH:3]=[C:4]2[C:9](=[CH:10][C:11]=1[O:12][CH:13]([CH3:15])[CH3:14])[N:8]=[C:7]([O:16][CH3:17])[C:6]([CH:18]([OH:19])[CH3:20])=[CH:5]2, predict the reactants needed to synthesize it. The reactants are: [Cl:1][C:2]1[CH:3]=[C:4]2[C:9](=[CH:10][C:11]=1[O:12][CH:13]([CH3:15])[CH3:14])[N:8]=[C:7]([O:16][CH3:17])[C:6]([CH:18]=[O:19])=[CH:5]2.[CH3:20][Mg]Cl. (4) Given the product [NH2:28][C:2]1[C:3]2[C:10]([I:11])=[CH:9][N:8]([C@@H:12]3[O:22][C@H:21]([CH2:23][OH:24])[C@@H:16]([OH:17])[C@H:13]3[O:14][CH3:15])[C:4]=2[N:5]=[CH:6][N:7]=1, predict the reactants needed to synthesize it. The reactants are: Cl[C:2]1[C:3]2[C:10]([I:11])=[CH:9][N:8]([C@@H:12]3[O:22][C@H:21]([CH2:23][O:24]C(=O)C)[C@@H:16]([O:17]C(=O)C)[C@H:13]3[O:14][CH3:15])[C:4]=2[N:5]=[CH:6][N:7]=1.[NH3:28]. (5) Given the product [CH2:14]([NH:17][C:2]1[C:11]2[C:6](=[CH:7][CH:8]=[CH:9][CH:10]=2)[C:5]([C:12]#[N:13])=[CH:4][CH:3]=1)[CH2:15][CH3:16], predict the reactants needed to synthesize it. The reactants are: F[C:2]1[C:11]2[C:6](=[CH:7][CH:8]=[CH:9][CH:10]=2)[C:5]([C:12]#[N:13])=[CH:4][CH:3]=1.[CH2:14]([NH2:17])[CH2:15][CH3:16]. (6) Given the product [C:28]([NH:32][C:33]([NH:1][CH2:2][C:3]1[CH:4]=[C:5]([C:9]2[CH:14]=[C:13]([C:15]3[NH:19][N:18]=[N:17][N:16]=3)[CH:12]=[C:11]([CH:35]=[O:37])[C:10]=2[OH:20])[CH:6]=[CH:7][CH:8]=1)=[O:34])([CH3:31])([CH3:30])[CH3:29], predict the reactants needed to synthesize it. The reactants are: [NH2:1][CH2:2][C:3]1[CH:4]=[C:5]([C:9]2[C:10]([OH:20])=[CH:11][CH:12]=[C:13]([C:15]3[NH:19][N:18]=[N:17][N:16]=3)[CH:14]=2)[CH:6]=[CH:7][CH:8]=1.C(N(CC)CC)C.[C:28]([N:32]=[C:33]=[O:34])([CH3:31])([CH3:30])[CH3:29].[C:35](OCC)(=[O:37])C. (7) Given the product [Si:10]([O:17][C@@H:18]([CH2:28][CH2:29][O:30][Si:31]([C:34]([CH3:35])([CH3:37])[CH3:36])([CH3:32])[CH3:33])[C@H:19]([CH3:27])/[CH:20]=[CH:21]/[CH2:22][OH:23])([C:13]([CH3:14])([CH3:15])[CH3:16])([CH3:12])[CH3:11], predict the reactants needed to synthesize it. The reactants are: CC(C[AlH]CC(C)C)C.[Si:10]([O:17][C@@H:18]([CH2:28][CH2:29][O:30][Si:31]([C:34]([CH3:37])([CH3:36])[CH3:35])([CH3:33])[CH3:32])[C@H:19]([CH3:27])/[CH:20]=[CH:21]/[C:22](OCC)=[O:23])([C:13]([CH3:16])([CH3:15])[CH3:14])([CH3:12])[CH3:11]. (8) Given the product [Cl:41][C:34]1[CH:35]=[C:36]([C:37]([F:40])([F:38])[F:39])[C:31]([N:28]2[C:24]3[N:25]=[CH:26][N:27]=[C:22]([O:20][C@@H:9]([CH2:8][O:7][CH:3]4[CH2:6][CH2:5][CH2:4]4)[C:10]([NH:12][C:13]4[CH:18]=[N:17][C:16]([CH3:19])=[CH:15][N:14]=4)=[O:11])[C:23]=3[CH:30]=[N:29]2)=[N:32][CH:33]=1, predict the reactants needed to synthesize it. The reactants are: [H-].[Na+].[CH:3]1([O:7][CH2:8][C@H:9]([OH:20])[C:10]([NH:12][C:13]2[CH:18]=[N:17][C:16]([CH3:19])=[CH:15][N:14]=2)=[O:11])[CH2:6][CH2:5][CH2:4]1.Cl[C:22]1[N:27]=[CH:26][N:25]=[C:24]2[N:28]([C:31]3[C:36]([C:37]([F:40])([F:39])[F:38])=[CH:35][C:34]([Cl:41])=[CH:33][N:32]=3)[N:29]=[CH:30][C:23]=12.C(O)(=O)CC(CC(O)=O)(C(O)=O)O. (9) Given the product [Cl:1][C:2]1[CH:7]=[C:6]([Cl:8])[CH:5]=[CH:4][C:3]=1[NH:9][C:10]1[O:37][C:14]([C:15]([NH:17][C:18]2[CH:19]=[CH:20][C:21]([O:24][CH:25]3[CH2:30][CH2:29][C:28]([CH3:36])([C:31]([O:33][CH2:34][CH3:35])=[O:32])[CH2:27][CH2:26]3)=[N:22][CH:23]=2)=[O:16])=[N:12][N:13]=1, predict the reactants needed to synthesize it. The reactants are: [Cl:1][C:2]1[CH:7]=[C:6]([Cl:8])[CH:5]=[CH:4][C:3]=1[N:9]=[C:10]=S.[NH:12]([C:14](=[O:37])[C:15]([NH:17][C:18]1[CH:19]=[CH:20][C:21]([O:24][CH:25]2[CH2:30][CH2:29][C:28]([CH3:36])([C:31]([O:33][CH2:34][CH3:35])=[O:32])[CH2:27][CH2:26]2)=[N:22][CH:23]=1)=[O:16])[NH2:13].Cl.CN(C)CCCN=C=NCC.O. (10) Given the product [C:1]([O:5][C:6]([NH:8][CH2:9][C@H:10]1[CH2:11][CH2:12][C@H:13]([C:16]([NH:18][C@H:19]([C:20](=[O:22])[NH:52][C:50]2[CH:49]=[CH:48][C:46]3[NH:47][C:43]([C:42]([F:54])([F:53])[F:41])=[N:44][C:45]=3[CH:51]=2)[CH2:23][C:24]2[CH:25]=[CH:26][C:27]([C:30]3[CH:35]=[CH:34][C:33]([C:36]([O:38][CH3:39])=[O:37])=[CH:32][C:31]=3[CH3:40])=[CH:28][CH:29]=2)=[O:17])[CH2:14][CH2:15]1)=[O:7])([CH3:4])([CH3:3])[CH3:2], predict the reactants needed to synthesize it. The reactants are: [C:1]([O:5][C:6]([NH:8][CH2:9][C@H:10]1[CH2:15][CH2:14][C@H:13]([C:16]([NH:18][C@@H:19]([CH2:23][C:24]2[CH:29]=[CH:28][C:27]([C:30]3[CH:35]=[CH:34][C:33]([C:36]([O:38][CH3:39])=[O:37])=[CH:32][C:31]=3[CH3:40])=[CH:26][CH:25]=2)[C:20]([OH:22])=O)=[O:17])[CH2:12][CH2:11]1)=[O:7])([CH3:4])([CH3:3])[CH3:2].[F:41][C:42]([F:54])([F:53])[C:43]1[NH:47][C:46]2[CH:48]=[CH:49][C:50]([NH2:52])=[CH:51][C:45]=2[N:44]=1.C(N(CC)C(C)C)(C)C.C(P1(=O)OP(=O)(CCC)OP(=O)(CCC)O1)CC.